This data is from NCI-60 drug combinations with 297,098 pairs across 59 cell lines. The task is: Regression. Given two drug SMILES strings and cell line genomic features, predict the synergy score measuring deviation from expected non-interaction effect. Synergy scores: CSS=1.63, Synergy_ZIP=-0.646, Synergy_Bliss=-0.985, Synergy_Loewe=-2.11, Synergy_HSA=-2.54. Drug 1: CC1=CC=C(C=C1)C2=CC(=NN2C3=CC=C(C=C3)S(=O)(=O)N)C(F)(F)F. Cell line: M14. Drug 2: CC12CCC3C(C1CCC2OP(=O)(O)O)CCC4=C3C=CC(=C4)OC(=O)N(CCCl)CCCl.[Na+].